Dataset: Reaction yield outcomes from USPTO patents with 853,638 reactions. Task: Predict the reaction yield, written as a fraction of the theoretical maximum amount of product (1.0 means a 100% yield; for example, 0.34 means a 34% yield). (1) The reactants are [CH2:1]([C:4]1[C:8]([CH2:9][CH2:10][CH2:11][CH2:12][OH:13])=[CH:7][N:6]([C:14]2[CH:19]=[CH:18][C:17]([C:20]([F:23])([F:22])[F:21])=[CH:16][N:15]=2)[N:5]=1)[CH2:2][CH3:3].O[C:25]1[CH:26]=[C:27]([CH2:33][C:34]([O:36]C)=[O:35])[CH:28]=[CH:29][C:30]=1[O:31][CH3:32].C(P(CCCC)CCCC)CCC.N(C(N1CCCCC1)=O)=NC(N1CCCCC1)=O. The catalyst is O1CCCC1. The product is [CH3:32][O:31][C:30]1[CH:25]=[CH:26][C:27]([CH2:33][C:34]([OH:36])=[O:35])=[CH:28][C:29]=1[O:13][CH2:12][CH2:11][CH2:10][CH2:9][C:8]1[C:4]([CH2:1][CH2:2][CH3:3])=[N:5][N:6]([C:14]2[CH:19]=[CH:18][C:17]([C:20]([F:22])([F:21])[F:23])=[CH:16][N:15]=2)[CH:7]=1. The yield is 0.520. (2) The reactants are [C:1]1([CH2:9][C:10]([OH:12])=[O:11])([CH2:5][C:6]([OH:8])=O)[CH2:4][CH2:3][CH2:2]1.C(OC(=O)C)(=O)C. No catalyst specified. The product is [CH2:2]1[C:1]2([CH2:5][C:6](=[O:8])[O:12][C:10](=[O:11])[CH2:9]2)[CH2:4][CH2:3]1. The yield is 0.528. (3) The reactants are [Cl:1][C:2]1[CH:3]=[C:4]([CH:8]([OH:25])[CH2:9][O:10][C:11]2[CH:24]=[CH:23][C:14]([CH:15]=[C:16]3[S:20][C:19](=[O:21])[NH:18][C:17]3=[O:22])=[CH:13][CH:12]=2)[CH:5]=[CH:6][CH:7]=1.N1C=CC=CC=1C1C=CC=CN=1.[BH4-].[Na+].[BH4-]. The catalyst is C1COCC1.[Co](Cl)Cl.CC(O)=O.O. The product is [Cl:1][C:2]1[CH:3]=[C:4]([CH:8]([OH:25])[CH2:9][O:10][C:11]2[CH:24]=[CH:23][C:14]([CH2:15][CH:16]3[S:20][C:19](=[O:21])[NH:18][C:17]3=[O:22])=[CH:13][CH:12]=2)[CH:5]=[CH:6][CH:7]=1. The yield is 0.590. (4) The reactants are [NH:1]1[C:9]2[C:4](=[CH:5][CH:6]=[CH:7][CH:8]=2)[C:3]2([C:13]3=[CH:14][C:15]4[O:19][CH2:18][O:17][C:16]=4[CH:20]=[C:12]3[O:11][CH2:10]2)[C:2]1=[O:21].C(=O)([O-])[O-].[Cs+].[Cs+].[I-].[K+].CC1C=CC(S(O[CH2:41][C@H:42]2[CH2:47][O:46][CH2:45][CH2:44][O:43]2)(=O)=O)=CC=1. The catalyst is CN(C)C=O. The product is [O:43]1[CH2:44][CH2:45][O:46][CH2:47][C@@H:42]1[CH2:41][N:1]1[C:9]2[C:4](=[CH:5][CH:6]=[CH:7][CH:8]=2)[C:3]2([C:13]3=[CH:14][C:15]4[O:19][CH2:18][O:17][C:16]=4[CH:20]=[C:12]3[O:11][CH2:10]2)[C:2]1=[O:21]. The yield is 0.930. (5) The reactants are C[O-].[Na+].Cl[C:5]1[C:10]([N+:11]([O-:13])=[O:12])=[CH:9][C:8]([CH3:14])=[C:7]([CH3:15])[N:6]=1.[CH2:16]([O:18]CC)C.O. The catalyst is CO. The product is [CH3:14][C:8]1[CH:9]=[C:10]([N+:11]([O-:13])=[O:12])[C:5]([O:18][CH3:16])=[N:6][C:7]=1[CH3:15]. The yield is 0.826. (6) The reactants are Cl[C:2]1[N:7]=[C:6]([N:8]2[CH2:12][CH2:11][C@@H:10]([F:13])[CH2:9]2)[C:5]([N+:14]([O-:16])=[O:15])=[C:4]([CH3:17])[CH:3]=1.[CH2:18]1[CH2:24][O:23][CH2:22][CH2:21][NH:20][CH2:19]1.Cl. The catalyst is CS(C)=O.O. The product is [F:13][C@@H:10]1[CH2:11][CH2:12][N:8]([C:6]2[N:7]=[C:2]([N:20]3[CH2:19][CH2:18][CH2:24][O:23][CH2:22][CH2:21]3)[CH:3]=[C:4]([CH3:17])[C:5]=2[N+:14]([O-:16])=[O:15])[CH2:9]1. The yield is 0.730. (7) The reactants are [N:1]1[CH:2]=[CH:3][N:4]2[CH:9]=[C:8]([C:10]3[CH:20]=[CH:19][C:13]([C:14]([O:16][CH2:17][CH3:18])=[O:15])=[CH:12][CH:11]=3)[N:7]=[CH:6][C:5]=12.[Br:21]NC(=O)CCC(N)=O. The catalyst is C(Cl)(Cl)(Cl)Cl.CO. The product is [Br:21][C:3]1[N:4]2[CH:9]=[C:8]([C:10]3[CH:11]=[CH:12][C:13]([C:14]([O:16][CH2:17][CH3:18])=[O:15])=[CH:19][CH:20]=3)[N:7]=[CH:6][C:5]2=[N:1][CH:2]=1. The yield is 0.870. (8) The product is [F:38][C:37]([F:40])([F:39])[C:35]([OH:41])=[O:36].[NH:25]1[CH2:24][CH2:23][CH:22]([O:21][C:18]2[CH:17]=[CH:16][C:15]3[C:20](=[C:11]([C:9]4[NH:10][C:6]5[CH2:5][CH2:4][NH:3][C:2](=[O:1])[C:7]=5[CH:8]=4)[CH:12]=[CH:13][CH:14]=3)[N:19]=2)[CH2:27][CH2:26]1. The reactants are [O:1]=[C:2]1[C:7]2[CH:8]=[C:9]([C:11]3[CH:12]=[CH:13][CH:14]=[C:15]4[C:20]=3[N:19]=[C:18]([O:21][CH:22]3[CH2:27][CH2:26][N:25](C(OC(C)(C)C)=O)[CH2:24][CH2:23]3)[CH:17]=[CH:16]4)[NH:10][C:6]=2[CH2:5][CH2:4][NH:3]1.[C:35]([OH:41])([C:37]([F:40])([F:39])[F:38])=[O:36]. The yield is 0.324. The catalyst is C(Cl)Cl.